Task: Predict which catalyst facilitates the given reaction.. Dataset: Catalyst prediction with 721,799 reactions and 888 catalyst types from USPTO (1) Reactant: [I:1][C:2]1[N:7]=[C:6]([CH3:8])[C:5]([OH:9])=[C:4]([CH3:10])[CH:3]=1.[Cl:11][C:12]1[CH:17]=[C:16](Cl)[CH:15]=[CH:14][N:13]=1.C([O-])([O-])=O.[K+].[K+].CCOC(C)=O. Product: [Cl:11][C:12]1[CH:17]=[C:16]([O:9][C:5]2[C:6]([CH3:8])=[N:7][C:2]([I:1])=[CH:3][C:4]=2[CH3:10])[CH:15]=[CH:14][N:13]=1. The catalyst class is: 287. (2) Reactant: [N+:1]([C:4]1[CH:5]=[CH:6][C:7]2[C:11]3[CH:12]=[CH:13][CH:14]=[CH:15][C:10]=3[O:9][C:8]=2[CH:16]=1)([O-])=O. Product: [CH:6]1[C:7]2[C:11]3[CH:12]=[CH:13][CH:14]=[CH:15][C:10]=3[O:9][C:8]=2[CH:16]=[C:4]([NH2:1])[CH:5]=1. The catalyst class is: 43. (3) Reactant: [O:1]1[C:6]2[CH:7]=[CH:8][C:9]([C:11]#[C:12][C:13]3[CH:18]=[CH:17][CH:16]=[C:15]([CH3:19])[N:14]=3)=[CH:10][C:5]=2[O:4][CH2:3][CH2:2]1.O1C2C=CC(C(=O)CC3C=CC=C(C)N=3)=CC=2OCC1.[N:40]([Si](C)(C)C)=[N+:41]=[N-:42]. Product: [O:1]1[C:6]2[CH:7]=[CH:8][C:9]([C:11]3[C:12]([C:13]4[CH:18]=[CH:17][CH:16]=[C:15]([CH3:19])[N:14]=4)=[N:40][NH:41][N:42]=3)=[CH:10][C:5]=2[O:4][CH2:3][CH2:2]1. The catalyst class is: 3. (4) Reactant: C(NC(C)C)(C)C.[Li]CCCC.[I:13][C:14]1[CH:19]=[CH:18][CH:17]=[CH:16][C:15]=1[C:20](=[O:22])[CH3:21].[CH2:23]1[CH2:28][CH2:27][CH:26]([CH:29]=[O:30])[CH2:25][CH2:24]1. Product: [CH:26]1([CH:29]([OH:30])[CH2:21][C:20]([C:15]2[CH:16]=[CH:17][CH:18]=[CH:19][C:14]=2[I:13])=[O:22])[CH2:27][CH2:28][CH2:23][CH2:24][CH2:25]1. The catalyst class is: 1. (5) Reactant: C(O[CH:4](OCC)[CH2:5][CH2:6][CH2:7][NH:8][C:9](=[O:26])[C@@H:10]([NH:15][C:16](=[O:25])[O:17][CH2:18][C:19]1[CH:24]=[CH:23][CH:22]=[CH:21][CH:20]=1)[C:11]([SH:14])([CH3:13])[CH3:12])C.C(O)(C(F)(F)F)=O. Product: [CH3:12][C:11]1([CH3:13])[S:14][C@H:7]2[CH2:6][CH2:5][CH2:4][N:8]2[C:9](=[O:26])[C@H:10]1[NH:15][C:16](=[O:25])[O:17][CH2:18][C:19]1[CH:24]=[CH:23][CH:22]=[CH:21][CH:20]=1. The catalyst class is: 2. (6) Reactant: [CH3:1][C:2]1[S:3][C:4]2[CH:10]=[C:9]([C:11]([C@H:13]3[CH2:15][C@@H:14]3[C:16]([O:18]C)=[O:17])=[O:12])[CH:8]=[CH:7][C:5]=2[N:6]=1.[OH-].[Na+]. Product: [CH3:1][C:2]1[S:3][C:4]2[CH:10]=[C:9]([C:11]([C@H:13]3[CH2:15][C@@H:14]3[C:16]([OH:18])=[O:17])=[O:12])[CH:8]=[CH:7][C:5]=2[N:6]=1. The catalyst class is: 12. (7) Reactant: C(O[C:6]([NH:8][C@@H:9]1[CH2:14][CH2:13][C@H:12]([C:15]([O:17][CH3:18])=[O:16])[CH2:11][C@@H:10]1[NH:19][C:20]([C:22]1[S:23][C:24]2[CH2:25][N:26]([CH3:31])[CH2:27][CH2:28][C:29]=2[N:30]=1)=[O:21])=[O:7])(C)(C)C.Cl.[Cl:33][C:34]1[CH:35]=[C:36]2[C:40](=[CH:41][CH:42]=1)[NH:39][C:38](C(O)=O)=[CH:37]2. Product: [ClH:33].[Cl:33][C:34]1[CH:35]=[C:36]2[C:40](=[CH:41][CH:42]=1)[NH:39][C:38]([C:6]([NH:8][C@@H:9]1[CH2:14][CH2:13][C@H:12]([C:15]([O:17][CH3:18])=[O:16])[CH2:11][C@@H:10]1[NH:19][C:20]([C:22]1[S:23][C:24]3[CH2:25][N:26]([CH3:31])[CH2:27][CH2:28][C:29]=3[N:30]=1)=[O:21])=[O:7])=[CH:37]2. The catalyst class is: 12. (8) Reactant: [C:1]([CH2:3][C:4]1[CH:9]=[CH:8][C:7]([CH:10]2[CH2:15][CH2:14][CH:13]([N:16]3[CH2:19][CH:18]([NH:20][C:21]([CH2:23][NH:24][C:25](=[O:36])[C:26]4[CH:31]=[CH:30][CH:29]=[C:28]([C:32]([F:35])([F:34])[F:33])[CH:27]=4)=[O:22])[CH2:17]3)[CH2:12][CH2:11]2)=[CH:6][CH:5]=1)#[N:2].[NH4+:37].[Cl-]. Product: [C:1]([CH2:3][C:4]1[CH:5]=[CH:6][C:7]([CH:10]2[CH2:15][CH2:14][CH:13]([N:16]3[CH2:19][CH:18]([NH:20][C:21]([CH2:23][NH:24][C:25](=[O:36])[C:26]4[CH:31]=[CH:30][CH:29]=[C:28]([C:32]([F:34])([F:35])[F:33])[CH:27]=4)=[O:22])[CH2:17]3)[CH2:12][CH2:11]2)=[CH:8][CH:9]=1)(=[NH:37])[NH2:2]. The catalyst class is: 12. (9) Product: [N:15]1([CH:16]([CH3:8])[CH2:18][O:19][C:2]2[CH:7]=[CH:6][CH:5]=[CH:4][C:3]=2[C:8]2[CH:9]=[C:10]3[N:15]([CH:16]=2)[CH:14]=[CH:13][CH:12]=[CH:11]3)[CH2:10][CH2:11][CH2:12][CH2:13][CH2:14]1. Reactant: O[C:2]1[CH:7]=[CH:6][CH:5]=[CH:4][C:3]=1[C:8]1[CH:9]=[C:10]2[N:15]([CH:16]=1)[CH:14]=[CH:13][CH:12]=[CH:11]2.[Cl-].[CH3:18][O-:19].[Na+]. The catalyst class is: 9. (10) Reactant: [CH:1]1([CH:4]([C:31]2[CH:32]=[N:33][C:34]([O:37][CH3:38])=[CH:35][CH:36]=2)[O:5][C:6]2[CH:28]=[CH:27][C:9]([CH2:10][NH:11][C:12]3[C:17]([N+:18]([O-])=O)=[CH:16][C:15]([C:21]4[CH:22]=[N:23][N:24]([CH3:26])[CH:25]=4)=[CH:14][N:13]=3)=[CH:8][C:7]=2[O:29][CH3:30])[CH2:3][CH2:2]1.[Cl-].[NH4+]. Product: [CH:1]1([CH:4]([C:31]2[CH:32]=[N:33][C:34]([O:37][CH3:38])=[CH:35][CH:36]=2)[O:5][C:6]2[CH:28]=[CH:27][C:9]([CH2:10][NH:11][C:12]3[C:17]([NH2:18])=[CH:16][C:15]([C:21]4[CH:22]=[N:23][N:24]([CH3:26])[CH:25]=4)=[CH:14][N:13]=3)=[CH:8][C:7]=2[O:29][CH3:30])[CH2:3][CH2:2]1. The catalyst class is: 190.